This data is from Reaction yield outcomes from USPTO patents with 853,638 reactions. The task is: Predict the reaction yield, written as a fraction of the theoretical maximum amount of product (1.0 means a 100% yield; for example, 0.34 means a 34% yield). (1) The reactants are [C:1]([O:5][C:6]([N:8]([C:22]([O:24][C:25]([CH3:28])([CH3:27])[CH3:26])=[O:23])[C@H:9]([C:14]([O:16][CH:17]1[CH2:21][CH2:20][CH2:19][CH2:18]1)=[O:15])[CH2:10][CH2:11][CH2:12][OH:13])=[O:7])([CH3:4])([CH3:3])[CH3:2].C1CCN2C(=NCCC2)CC1.[CH3:40][C:41]([Si:44](Cl)([CH3:46])[CH3:45])([CH3:43])[CH3:42]. The catalyst is C(#N)C. The product is [C:1]([O:5][C:6]([N:8]([C:22]([O:24][C:25]([CH3:28])([CH3:27])[CH3:26])=[O:23])[C@H:9]([C:14]([O:16][CH:17]1[CH2:18][CH2:19][CH2:20][CH2:21]1)=[O:15])[CH2:10][CH2:11][CH2:12][O:13][Si:44]([C:41]([CH3:43])([CH3:42])[CH3:40])([CH3:46])[CH3:45])=[O:7])([CH3:4])([CH3:3])[CH3:2]. The yield is 0.690. (2) The reactants are C(O[C:4](=O)[C:5]([C:10]1[CH:28]=[CH:27][C:13]2[N:14]=[C:15]([NH:18][C:19]3[CH:24]=[CH:23][C:22]([F:25])=[CH:21][C:20]=3[CH3:26])[N:16]([CH3:17])[C:12]=2[C:11]=1[C:29]#[N:30])(C)[C:6](=O)[CH3:7])C.O.S(=O)(=O)(O)[OH:34].[OH-].[NH4+]. The catalyst is C(O)(=O)C. The product is [F:25][C:22]1[CH:23]=[CH:24][C:19]([NH:18][C:15]2[N:16]([CH3:17])[C:12]3[C:11]4[C:29](=[O:34])[NH:30][C:6]([CH3:7])=[C:5]([CH3:4])[C:10]=4[CH:28]=[CH:27][C:13]=3[N:14]=2)=[C:20]([CH3:26])[CH:21]=1. The yield is 0.890. (3) The reactants are [OH-].[Li+].[Br:3][C:4]1[N:5]([C:17]2[C:26]3[C:21](=[CH:22][CH:23]=[CH:24][CH:25]=3)[C:20]([CH:27]3[CH2:29][CH2:28]3)=[CH:19][CH:18]=2)[C:6]([S:9]CCC(OCC)=O)=[N:7][N:8]=1.Cl. The catalyst is C1COCC1.CO. The product is [Br:3][C:4]1[N:5]([C:17]2[C:26]3[C:21](=[CH:22][CH:23]=[CH:24][CH:25]=3)[C:20]([CH:27]3[CH2:29][CH2:28]3)=[CH:19][CH:18]=2)[C:6]([SH:9])=[N:7][N:8]=1. The yield is 0.780. (4) The reactants are Cl[C:2]1[C:7]([C:8]#[N:9])=[CH:6][CH:5]=[CH:4][N:3]=1.[F:10][C:11]1[CH:16]=[CH:15][C:14](B(O)O)=[CH:13][N:12]=1.N#N.C(=O)([O-])[O-].[Cs+].[Cs+]. The catalyst is O.O1CCOCC1. The product is [F:10][C:11]1[N:12]=[CH:13][C:14]([C:2]2[C:7]([C:8]#[N:9])=[CH:6][CH:5]=[CH:4][N:3]=2)=[CH:15][CH:16]=1. The yield is 0.840. (5) The reactants are [Br:1][C:2]1[CH:9]=[CH:8][C:5]([CH:6]=O)=[CH:4][C:3]=1OC.Cl.[NH2:13][OH:14].[C:15](=[O:18])([O-])[O-].[Na+].[Na+]. The catalyst is CO.O. The product is [Br:1][C:2]1[CH:9]=[CH:8][C:5]([CH:6]=[N:13][OH:14])=[C:4]([O:18][CH3:15])[CH:3]=1. The yield is 0.490. (6) The reactants are [CH2:1]([NH:5][C:6]1[CH:7]=[CH:8][C:9]2[N:10]([C:12]([C:15]([OH:17])=O)=[CH:13][N:14]=2)[N:11]=1)[CH2:2][CH2:3][CH3:4].CN([P+](ON1N=NC2C=CC=CC1=2)(N(C)C)N(C)C)C.F[P-](F)(F)(F)(F)F.C(N(CC)CC)C.[NH2:52][C:53]1[CH:67]=[CH:66][C:56]([CH2:57][NH:58][C:59](=[O:65])[O:60][C:61]([CH3:64])([CH3:63])[CH3:62])=[CH:55][CH:54]=1. The catalyst is CC#N. The product is [CH2:1]([NH:5][C:6]1[CH:7]=[CH:8][C:9]2[N:10]([C:12]([C:15]([NH:52][C:53]3[CH:67]=[CH:66][C:56]([CH2:57][NH:58][C:59](=[O:65])[O:60][C:61]([CH3:63])([CH3:64])[CH3:62])=[CH:55][CH:54]=3)=[O:17])=[CH:13][N:14]=2)[N:11]=1)[CH2:2][CH2:3][CH3:4]. The yield is 1.00. (7) The reactants are [NH3:1].C1COCC1.[F:7][C:8]1[CH:13]=[CH:12][CH:11]=[CH:10][C:9]=1[C:14]1[O:18][N:17]=[C:16]([C:19]2[CH:20]=[C:21]([CH:25]=[CH:26][CH:27]=2)[C:22](Cl)=[O:23])[N:15]=1. The catalyst is O1CCCC1. The product is [F:7][C:8]1[CH:13]=[CH:12][CH:11]=[CH:10][C:9]=1[C:14]1[O:18][N:17]=[C:16]([C:19]2[CH:20]=[C:21]([CH:25]=[CH:26][CH:27]=2)[C:22]([NH2:1])=[O:23])[N:15]=1. The yield is 0.940.